This data is from Reaction yield outcomes from USPTO patents with 853,638 reactions. The task is: Predict the reaction yield, written as a fraction of the theoretical maximum amount of product (1.0 means a 100% yield; for example, 0.34 means a 34% yield). The reactants are [CH3:1][C:2]1[CH:7]=[CH:6][CH:5]=[CH:4][C:3]=1[C:8]1[CH:9]=[CH:10][C:11]2[O:17][CH2:16][CH2:15][N:14](C(OC(C)(C)C)=O)[CH2:13][C:12]=2[CH:25]=1.C(OCC)(=O)C.[ClH:32]. The catalyst is C(OCC)(=O)C. The product is [ClH:32].[CH3:1][C:2]1[CH:7]=[CH:6][CH:5]=[CH:4][C:3]=1[C:8]1[CH:9]=[CH:10][C:11]2[O:17][CH2:16][CH2:15][NH:14][CH2:13][C:12]=2[CH:25]=1. The yield is 0.821.